Dataset: PAMPA (Parallel Artificial Membrane Permeability Assay) permeability data from NCATS. Task: Regression/Classification. Given a drug SMILES string, predict its absorption, distribution, metabolism, or excretion properties. Task type varies by dataset: regression for continuous measurements (e.g., permeability, clearance, half-life) or binary classification for categorical outcomes (e.g., BBB penetration, CYP inhibition). Dataset: pampa_ncats. (1) The drug is C1=CC=C(C=C1)C(C(=O)NC2=CC=C(C=C2)Cl)NS(=O)(=O)C3=CC=CS3. The result is 0 (low-to-moderate permeability). (2) The drug is C1CC2(CCN(CC2)C(=O)C3=NC=CN=C3)CN(C1)C(C4=CC=CC=C4)C5=CC=CC=C5. The result is 0 (low-to-moderate permeability). (3) The compound is CN(C)CCOC1=CC2=CC=CC=C2SC3=C1C=C(C=C3)Cl. The result is 1 (high permeability).